This data is from Forward reaction prediction with 1.9M reactions from USPTO patents (1976-2016). The task is: Predict the product of the given reaction. (1) Given the reactants [H-].[Al+3].[Li+].[H-].[H-].[H-].[O:7]1[C:11]2[CH:12]=[CH:13][C:14]([CH:16]([C:32]3[C:40]4[C:35](=[CH:36][C:37]([C:41](OC)=[O:42])=[CH:38][CH:39]=4)[N:34]([CH3:45])[CH:33]=3)[C:17]([NH:19][S:20]([C:23]3[CH:28]=[CH:27][C:26]([CH3:29])=[CH:25][C:24]=3[O:30][CH3:31])(=[O:22])=[O:21])=[O:18])=[CH:15][C:10]=2[O:9][CH2:8]1.C(OCC)(=O)C, predict the reaction product. The product is: [O:7]1[C:11]2[CH:12]=[CH:13][C:14]([CH:16]([C:32]3[C:40]4[C:35](=[CH:36][C:37]([CH2:41][OH:42])=[CH:38][CH:39]=4)[N:34]([CH3:45])[CH:33]=3)[C:17]([NH:19][S:20]([C:23]3[CH:28]=[CH:27][C:26]([CH3:29])=[CH:25][C:24]=3[O:30][CH3:31])(=[O:22])=[O:21])=[O:18])=[CH:15][C:10]=2[O:9][CH2:8]1. (2) Given the reactants Br[C:2]1[C:3]([C:20]2[N:25]=[C:24]([NH2:26])[C:23]([O:27][CH3:28])=[CH:22][N:21]=2)=[N:4][N:5]([CH2:8][C:9]2[C:14]([F:15])=[CH:13][C:12]([O:16][CH2:17][CH3:18])=[CH:11][C:10]=2[F:19])[C:6]=1[CH3:7].[Cu][C:30]#[N:31].N.C(OCC)(=O)C, predict the reaction product. The product is: [NH2:26][C:24]1[C:23]([O:27][CH3:28])=[CH:22][N:21]=[C:20]([C:3]2[C:2]([C:30]#[N:31])=[C:6]([CH3:7])[N:5]([CH2:8][C:9]3[C:14]([F:15])=[CH:13][C:12]([O:16][CH2:17][CH3:18])=[CH:11][C:10]=3[F:19])[N:4]=2)[N:25]=1. (3) Given the reactants [OH:1]/[N:2]=[CH:3]/[C:4]1[CH:24]=[CH:23][C:7]([CH2:8][N:9]([CH:17]2[CH2:22][CH2:21][O:20][CH2:19][CH2:18]2)[C:10](=[O:16])[O:11][C:12]([CH3:15])([CH3:14])[CH3:13])=[CH:6][CH:5]=1.[Cl:25]N1C(=O)CCC1=O, predict the reaction product. The product is: [Cl:25]/[C:3](=[N:2]\[OH:1])/[C:4]1[CH:5]=[CH:6][C:7]([CH2:8][N:9]([CH:17]2[CH2:22][CH2:21][O:20][CH2:19][CH2:18]2)[C:10](=[O:16])[O:11][C:12]([CH3:15])([CH3:14])[CH3:13])=[CH:23][CH:24]=1.